This data is from Catalyst prediction with 721,799 reactions and 888 catalyst types from USPTO. The task is: Predict which catalyst facilitates the given reaction. Product: [Cl:1][C:2]1[C:9]([F:10])=[CH:8][CH:7]=[C:6]2[C:3]=1[C:4]([NH2:5])=[N:13][NH:14]2. Reactant: [Cl:1][C:2]1[C:9]([F:10])=[CH:8][CH:7]=[C:6](F)[C:3]=1[C:4]#[N:5].O.[NH2:13][NH2:14]. The catalyst class is: 8.